From a dataset of Forward reaction prediction with 1.9M reactions from USPTO patents (1976-2016). Predict the product of the given reaction. Given the reactants CO[C:3]1[CH:8]=[CH:7][N:6]=[C:5]([NH:9][C:10](=[O:26])[C:11]2[CH:16]=[CH:15][C:14]([B:17]3[O:21][C:20]([CH3:23])([CH3:22])[C:19]([CH3:25])([CH3:24])[O:18]3)=[CH:13][CH:12]=2)[CH:4]=1.[CH2:27](C1C=CN=C(N)C=1)[CH3:28], predict the reaction product. The product is: [CH2:27]([C:3]1[CH:8]=[CH:7][N:6]=[C:5]([NH:9][C:10](=[O:26])[C:11]2[CH:12]=[CH:13][C:14]([B:17]3[O:18][C:19]([CH3:24])([CH3:25])[C:20]([CH3:23])([CH3:22])[O:21]3)=[CH:15][CH:16]=2)[CH:4]=1)[CH3:28].